This data is from Tyrosyl-DNA phosphodiesterase HTS with 341,365 compounds. The task is: Binary Classification. Given a drug SMILES string, predict its activity (active/inactive) in a high-throughput screening assay against a specified biological target. (1) The drug is S(CC(=O)N1C(Cc2c1cccc2)C)c1n(c2c(n1)cccc2)CC(=O)NC(C)C. The result is 0 (inactive). (2) The drug is s1c(C(=O)N2CCN(CC2)c2ccc(cc2)C(=O)C)cc2c1n(nc2c1c(F)cccc1)C. The result is 0 (inactive). (3) The compound is S(Cc1cc(F)c(OC)cc1)c1sc(nn1)N. The result is 0 (inactive). (4) The drug is Fc1ccc(NC(=O)c2cc([N+]([O-])=O)c(n3ncnc3)cc2)cc1. The result is 0 (inactive). (5) The compound is Clc1cc(NC(=O)c2c(OC)cccc2)c(n2ncnc2)cc1. The result is 0 (inactive). (6) The drug is Brc1cc(C(=O)N2N=C(CC2(O)C(OCC)=O)C)ccc1. The result is 0 (inactive). (7) The compound is S(CCOc1c(OC)cc(cc1)/C=C\C)c1[nH]c(cc(=O)n1)C. The result is 0 (inactive). (8) The molecule is S(=O)(=O)(N(C)C)c1cc(C(=O)N(Cc2occc2)c2ccc(cc2)C)ccc1. The result is 0 (inactive). (9) The result is 0 (inactive). The molecule is Clc1ccc(n2nc3c(n2)ccc(NC(=O)c2oc4c(c2)cccc4)c3)cc1.